This data is from Peptide-MHC class I binding affinity with 185,985 pairs from IEDB/IMGT. The task is: Regression. Given a peptide amino acid sequence and an MHC pseudo amino acid sequence, predict their binding affinity value. This is MHC class I binding data. (1) The peptide sequence is LEMNDAPTA. The MHC is HLA-A02:01 with pseudo-sequence HLA-A02:01. The binding affinity (normalized) is 0.0847. (2) The peptide sequence is AMQDPNPEV. The MHC is HLA-A31:01 with pseudo-sequence HLA-A31:01. The binding affinity (normalized) is 0.0847. (3) The peptide sequence is AVASLLDEY. The MHC is HLA-A26:01 with pseudo-sequence HLA-A26:01. The binding affinity (normalized) is 0.374.